From a dataset of Reaction yield outcomes from USPTO patents with 853,638 reactions. Predict the reaction yield, written as a fraction of the theoretical maximum amount of product (1.0 means a 100% yield; for example, 0.34 means a 34% yield). (1) The reactants are [SH:1][C:2]1[C:3](=[O:11])[N:4]([CH2:8][CH2:9][CH3:10])[CH:5]=[CH:6][N:7]=1.[Cl:12][C:13]1[CH:20]=[CH:19][C:16]([CH2:17]Br)=[CH:15][CH:14]=1.C(=O)([O-])[O-].[K+].[K+].O. The catalyst is O1CCCC1. The product is [Cl:12][C:13]1[CH:20]=[CH:19][C:16]([CH2:17][S:1][C:2]2[C:3](=[O:11])[N:4]([CH2:8][CH2:9][CH3:10])[CH:5]=[CH:6][N:7]=2)=[CH:15][CH:14]=1. The yield is 0.880. (2) The reactants are Cl[C:2]1[N:10]=[CH:9][N:8]=[C:7]2[C:3]=1[N:4]=[CH:5][N:6]2[CH2:11][N:12]1[CH2:16][CH:15]([CH2:17][CH2:18][CH3:19])[CH2:14][C:13]1=[O:20].[CH:21]1([NH2:24])[CH2:23][CH2:22]1.C([O-])(O)=O.[Na+]. The catalyst is C1COCC1. The product is [CH:21]1([NH:24][C:2]2[N:10]=[CH:9][N:8]=[C:7]3[C:3]=2[N:4]=[CH:5][N:6]3[CH2:11][N:12]2[CH2:16][CH:15]([CH2:17][CH2:18][CH3:19])[CH2:14][C:13]2=[O:20])[CH2:23][CH2:22]1. The yield is 0.540. (3) The reactants are [C:1]([C:3]1[CH:8]=[CH:7][C:6]([CH2:9][CH:10]([CH:16]=[O:17])[C:11](OCC)=O)=[CH:5][CH:4]=1)#[N:2].[NH2:18][C:19]([NH2:21])=[S:20]. The catalyst is C(O)C. The product is [O:17]=[C:16]1[C:10]([CH2:9][C:6]2[CH:7]=[CH:8][C:3]([C:1]#[N:2])=[CH:4][CH:5]=2)=[CH:11][NH:21][C:19](=[S:20])[NH:18]1. The yield is 0.695. (4) The reactants are [Cl-].O[NH3+:3].[C:4](=[O:7])([O-])[OH:5].[Na+].CS(C)=O.[F:13][C:14]1[CH:15]=[C:16]([C:45]2[C:46]([C:51]#[N:52])=[CH:47][CH:48]=[CH:49][CH:50]=2)[CH:17]=[CH:18][C:19]=1[CH2:20][C:21]1[C:22](=[O:44])[N:23]([C@H:33]2[CH2:38][CH2:37][C@H:36]([O:39][CH2:40][CH:41]([OH:43])[CH3:42])[CH2:35][CH2:34]2)[C:24]2[N:25]([N:30]=[CH:31][CH:32]=2)[C:26]=1[CH2:27][CH2:28][CH3:29]. The catalyst is C(OCC)(=O)C. The product is [F:13][C:14]1[CH:15]=[C:16]([C:45]2[CH:50]=[CH:49][CH:48]=[CH:47][C:46]=2[C:51]2[NH:3][C:4](=[O:7])[O:5][N:52]=2)[CH:17]=[CH:18][C:19]=1[CH2:20][C:21]1[C:22](=[O:44])[N:23]([C@H:33]2[CH2:38][CH2:37][C@H:36]([O:39][CH2:40][CH:41]([OH:43])[CH3:42])[CH2:35][CH2:34]2)[C:24]2[N:25]([N:30]=[CH:31][CH:32]=2)[C:26]=1[CH2:27][CH2:28][CH3:29]. The yield is 0.680. (5) The reactants are [C:1]([CH2:4][CH2:5][C:6]1[C:7]([CH3:33])=[C:8](C(O)=O)[NH:9][C:10]=1[CH:11]=[C:12]1[C:20]2[C:15](=[CH:16][C:17]([C:21]3[CH:26]=[CH:25][CH:24]=[C:23]([O:27][CH3:28])[CH:22]=3)=[CH:18][CH:19]=2)[NH:14][C:13]1=[O:29])([OH:3])=[O:2].[OH-].[K+].O.Cl. The catalyst is C(O)CO.C(O)(=O)C. The product is [CH3:28][O:27][C:23]1[CH:22]=[C:21]([C:17]2[CH:16]=[C:15]3[C:20]([C:12](=[CH:11][C:10]4[NH:9][CH:8]=[C:7]([CH3:33])[C:6]=4[CH2:5][CH2:4][C:1]([OH:3])=[O:2])[C:13](=[O:29])[NH:14]3)=[CH:19][CH:18]=2)[CH:26]=[CH:25][CH:24]=1. The yield is 0.200. (6) The yield is 0.960. The catalyst is C1COCC1.O. The product is [F:8][C:6]1[CH:5]=[C:4]([CH2:9][C:10]([NH:12][C@H:13]([C:15]([NH:17][C@@H:18]2[C:24](=[O:25])[N:23]([CH2:26][C:27]([OH:29])=[O:28])[C:22]3[CH:31]=[CH:32][CH:33]=[CH:34][C:21]=3[O:20][C@@H:19]2[C:35]2[CH:40]=[CH:39][CH:38]=[CH:37][CH:36]=2)=[O:16])[CH3:14])=[O:11])[CH:3]=[C:2]([F:1])[CH:7]=1. The reactants are [F:1][C:2]1[CH:3]=[C:4]([CH2:9][C:10]([NH:12][C@H:13]([C:15]([NH:17][C@@H:18]2[C:24](=[O:25])[N:23]([CH2:26][C:27]([O:29]C)=[O:28])[C:22]3[CH:31]=[CH:32][CH:33]=[CH:34][C:21]=3[O:20][C@@H:19]2[C:35]2[CH:40]=[CH:39][CH:38]=[CH:37][CH:36]=2)=[O:16])[CH3:14])=[O:11])[CH:5]=[C:6]([F:8])[CH:7]=1.[OH-].[Li+].CO.Cl. (7) The reactants are Br[C:2]1[CH:35]=[CH:34][C:5]2[B:6]([C:16]3[C:21]([C:22]([CH3:25])([CH3:24])[CH3:23])=[CH:20][C:19]([C:26]([CH3:29])([CH3:28])[CH3:27])=[CH:18][C:17]=3[C:30]([CH3:33])([CH3:32])[CH3:31])[C:7]3[CH:14]=[CH:13][C:12](Br)=[CH:11][C:8]=3[CH:9]=[CH:10][C:4]=2[CH:3]=1.C([Sn](CCCC)(CCCC)[C:41]1[S:42][CH:43]=[CH:44][CH:45]=1)CCC.[F-].[K+]. The catalyst is CN(C=O)C.C(OCC)C.C1C=CC([P]([Pd]([P](C2C=CC=CC=2)(C2C=CC=CC=2)C2C=CC=CC=2)([P](C2C=CC=CC=2)(C2C=CC=CC=2)C2C=CC=CC=2)[P](C2C=CC=CC=2)(C2C=CC=CC=2)C2C=CC=CC=2)(C2C=CC=CC=2)C2C=CC=CC=2)=CC=1. The product is [S:42]1[C:43]([C:35]2[CH:2]=[CH:3][C:4]3[CH:10]=[CH:9][C:8]4[CH:11]=[CH:12][C:13]([C:43]5[S:42][C:41]([C:41]6[S:42][CH:43]=[CH:44][CH:45]=6)=[CH:45][CH:44]=5)=[CH:14][C:7]=4[B:6]([C:16]4[C:21]([C:22]([CH3:24])([CH3:25])[CH3:23])=[CH:20][C:19]([C:26]([CH3:28])([CH3:29])[CH3:27])=[CH:18][C:17]=4[C:30]([CH3:31])([CH3:33])[CH3:32])[C:5]=3[CH:34]=2)=[CH:44][CH:45]=[C:41]1[C:41]1[S:42][CH:43]=[CH:44][CH:45]=1. The yield is 0.560. (8) The reactants are [N+:1]([C:4]1[CH:12]=[C:11]2[C:7]([CH:8]=[N:9][NH:10]2)=[CH:6][CH:5]=1)([O-:3])=[O:2].[H-].[Na+].Cl[CH2:16][O:17][CH2:18][CH2:19][Si:20]([CH3:23])([CH3:22])[CH3:21]. The catalyst is CN(C)C=O. The product is [N+:1]([C:4]1[CH:12]=[C:11]2[C:7]([CH:8]=[N:9][N:10]2[CH2:16][O:17][CH2:18][CH2:19][Si:20]([CH3:23])([CH3:22])[CH3:21])=[CH:6][CH:5]=1)([O-:3])=[O:2]. The yield is 0.400.